From a dataset of Catalyst prediction with 721,799 reactions and 888 catalyst types from USPTO. Predict which catalyst facilitates the given reaction. (1) Reactant: [CH2:1]([O:4][C:5](=[O:40])[C@@H:6]([NH:32][C:33]([O:35][C:36]([CH3:39])([CH3:38])[CH3:37])=[O:34])[CH2:7][C:8]1[CH:31]=[CH:30][C:11]([O:12][C:13]([NH:15][CH2:16][CH2:17][C@H:18]([NH:22][C:23]([O:25][C:26]([CH3:29])([CH3:28])[CH3:27])=[O:24])[C:19]([OH:21])=O)=[O:14])=[CH:10][CH:9]=1)[CH:2]=[CH2:3].[C:41]([S:60][CH2:61][C@@H:62]([C:64]([NH2:66])=[O:65])[NH2:63])([C:54]1[CH:59]=[CH:58][CH:57]=[CH:56][CH:55]=1)([C:48]1[CH:53]=[CH:52][CH:51]=[CH:50][CH:49]=1)[C:42]1[CH:47]=[CH:46][CH:45]=[CH:44][CH:43]=1.C(N(CC)C(C)C)(C)C.CN(C(ON1N=NC2C=CC=NC1=2)=[N+](C)C)C.F[P-](F)(F)(F)(F)F. Product: [NH2:66][C:64](=[O:65])[C@@H:62]([NH:63][C:19](=[O:21])[C@@H:18]([NH:22][C:23]([O:25][C:26]([CH3:27])([CH3:29])[CH3:28])=[O:24])[CH2:17][CH2:16][NH:15][C:13]([O:12][C:11]1[CH:10]=[CH:9][C:8]([CH2:7][C@@H:6]([C:5]([O:4][CH2:1][CH:2]=[CH2:3])=[O:40])[NH:32][C:33]([O:35][C:36]([CH3:39])([CH3:37])[CH3:38])=[O:34])=[CH:31][CH:30]=1)=[O:14])[CH2:61][S:60][C:41]([C:42]1[CH:47]=[CH:46][CH:45]=[CH:44][CH:43]=1)([C:48]1[CH:49]=[CH:50][CH:51]=[CH:52][CH:53]=1)[C:54]1[CH:59]=[CH:58][CH:57]=[CH:56][CH:55]=1. The catalyst class is: 4. (2) Product: [C:19]([O:23][C:24]([C:25]1[CH:30]=[CH:29][C:28]([N:14]2[CH2:15][CH2:16][C:11]([NH:10][C:9]([O:8][CH2:1][C:2]3[CH:7]=[CH:6][CH:5]=[CH:4][CH:3]=3)=[O:18])([CH3:17])[CH2:12][CH2:13]2)=[N:27][CH:26]=1)=[O:32])([CH3:22])([CH3:20])[CH3:21]. The catalyst class is: 12. Reactant: [CH2:1]([O:8][C:9](=[O:18])[NH:10][C:11]1([CH3:17])[CH2:16][CH2:15][NH:14][CH2:13][CH2:12]1)[C:2]1[CH:7]=[CH:6][CH:5]=[CH:4][CH:3]=1.[C:19]([O:23][C:24](=[O:32])[C:25]1[CH:30]=[CH:29][C:28](F)=[N:27][CH:26]=1)([CH3:22])([CH3:21])[CH3:20]. (3) Reactant: [CH2:1]([CH:3]1[O:5][CH2:4]1)[Cl:2].[OH2:6].[OH-].[Na+].[SH2:9]. Product: [Cl:2][CH2:1][CH:3]([OH:6])[CH2:4][S:9][CH2:4][CH:3]([OH:5])[CH2:1][Cl:2]. The catalyst class is: 5. (4) Reactant: Cl.Cl[CH2:3][CH2:4][N:5]([CH3:7])[CH3:6].C(=O)([O-])[O-].[Cs+].[Cs+].[Cl:14][C:15]1[N:20]=[C:19]2[NH:21][N:22]=[C:23]([I:24])[C:18]2=[C:17]([CH:25]([F:27])[F:26])[CH:16]=1.O. Product: [Cl:14][C:15]1[N:20]=[C:19]2[N:21]([CH2:3][CH2:4][N:5]([CH3:7])[CH3:6])[N:22]=[C:23]([I:24])[C:18]2=[C:17]([CH:25]([F:26])[F:27])[CH:16]=1. The catalyst class is: 3.